This data is from Forward reaction prediction with 1.9M reactions from USPTO patents (1976-2016). The task is: Predict the product of the given reaction. (1) Given the reactants [CH2:1]([O:3][C:4]([C:6]1[N:7]([CH3:28])[C:8]([CH2:24][CH2:25][CH2:26][OH:27])=[C:9]([C:18]2[CH:23]=[CH:22][N:21]=[CH:20][CH:19]=2)[C:10]=1[C:11]1[CH:16]=[CH:15][C:14]([F:17])=[CH:13][CH:12]=1)=[O:5])[CH3:2].C(N(CC)CC)C.[CH3:36][S:37](Cl)(=[O:39])=[O:38], predict the reaction product. The product is: [CH2:1]([O:3][C:4]([C:6]1[N:7]([CH3:28])[C:8]([CH2:24][CH2:25][CH2:26][O:27][S:37]([CH3:36])(=[O:39])=[O:38])=[C:9]([C:18]2[CH:23]=[CH:22][N:21]=[CH:20][CH:19]=2)[C:10]=1[C:11]1[CH:12]=[CH:13][C:14]([F:17])=[CH:15][CH:16]=1)=[O:5])[CH3:2]. (2) Given the reactants [NH:1]1[C:9]2[C:4](=[CH:5][CH:6]=[CH:7][CH:8]=2)[C:3]([C@H:10]([CH3:30])[C@@H:11]([NH:15][C:16]([N:18]2[CH2:23][CH2:22][CH:21]([C:24]3[CH:29]=[CH:28][CH:27]=[CH:26][CH:25]=3)[CH2:20][CH2:19]2)=[O:17])[C:12](O)=[O:13])=[CH:2]1.Cl.Cl.[CH3:33][N:34]([CH2:36][C:37]1[CH:38]=[C:39]([CH:41]=[CH:42][CH:43]=1)[NH2:40])[CH3:35].CCN=C=NCCCN(C)C.C1C=CC2N(O)N=NC=2C=1.C(=O)([O-])[O-].[Na+].[Na+], predict the reaction product. The product is: [CH3:35][N:34]([CH2:36][C:37]1[CH:38]=[C:39]([NH:40][C:12]([C@H:11]([NH:15][C:16]([N:18]2[CH2:19][CH2:20][CH:21]([C:24]3[CH:25]=[CH:26][CH:27]=[CH:28][CH:29]=3)[CH2:22][CH2:23]2)=[O:17])[C@H:10]([C:3]2[C:4]3[C:9](=[CH:8][CH:7]=[CH:6][CH:5]=3)[NH:1][CH:2]=2)[CH3:30])=[O:13])[CH:41]=[CH:42][CH:43]=1)[CH3:33].